From a dataset of Forward reaction prediction with 1.9M reactions from USPTO patents (1976-2016). Predict the product of the given reaction. (1) Given the reactants [C:1]12([C:11]3[CH:21]=[CH:20][C:14]([O:15][CH2:16][C:17](O)=[O:18])=[C:13]([CH3:22])[CH:12]=3)[CH2:10][CH:5]3[CH2:6][CH:7]([CH2:9][CH:3]([CH2:4]3)[CH2:2]1)[CH2:8]2.[NH:23]1[CH2:28][CH2:27][O:26][CH2:25][CH2:24]1, predict the reaction product. The product is: [C:1]12([C:11]3[CH:21]=[CH:20][C:14]([O:15][CH2:16][C:17]([N:23]4[CH2:28][CH2:27][O:26][CH2:25][CH2:24]4)=[O:18])=[C:13]([CH3:22])[CH:12]=3)[CH2:2][CH:3]3[CH2:9][CH:7]([CH2:6][CH:5]([CH2:4]3)[CH2:10]1)[CH2:8]2. (2) Given the reactants [CH3:1][O:2][C:3](=[O:15])[C:4]1[CH:9]=[CH:8][CH:7]=[CH:6][C:5]=1[O:10][CH2:11][CH:12]1[CH2:14][O:13]1.[CH:16]12[CH2:25][CH:20]3[CH2:21][CH:22]([CH2:24][CH:18]([CH2:19]3)[CH:17]1[NH:26][CH3:27])[CH2:23]2, predict the reaction product. The product is: [CH3:1][O:2][C:3](=[O:15])[C:4]1[CH:9]=[CH:8][CH:7]=[CH:6][C:5]=1[O:10][CH2:11][CH:12]([OH:13])[CH2:14][N:26]([CH:17]1[CH:16]2[CH2:25][CH:20]3[CH2:21][CH:22]([CH2:24][CH:18]1[CH2:19]3)[CH2:23]2)[CH3:27]. (3) Given the reactants [CH3:1][C:2]1[N:6]=[C:5]([N:7]2[CH2:12][CH2:11][C:10](=O)[CH2:9][CH2:8]2)[S:4][N:3]=1.[F:14][C:15]1[CH:20]=[CH:19][C:18]([C:21]2[N:26]3[N:27]=[C:28]([NH2:30])[N:29]=[C:25]3[CH:24]=[CH:23][CH:22]=2)=[CH:17][CH:16]=1.NC1C=CC=C(Br)N=1, predict the reaction product. The product is: [F:14][C:15]1[CH:20]=[CH:19][C:18]([C:21]2[N:26]3[N:27]=[C:28]([NH:30][CH:10]4[CH2:11][CH2:12][N:7]([C:5]5[S:4][N:3]=[C:2]([CH3:1])[N:6]=5)[CH2:8][CH2:9]4)[N:29]=[C:25]3[CH:24]=[CH:23][CH:22]=2)=[CH:17][CH:16]=1. (4) Given the reactants C(N)CCC.NO.Cl.[CH:9]#[C:10][C@H:11]([NH2:21])[CH2:12][CH2:13][CH2:14][CH2:15][CH2:16][CH2:17][CH2:18][CH2:19][CH3:20].[C:22]([O:25][C@H:26]([C:29]#[C:30]Br)[CH:27]=[CH2:28])(=[O:24])[CH3:23], predict the reaction product. The product is: [C:22]([O:25][C@H:26]([C:27]#[C:28][C:9]#[C:10][C@H:11]([NH2:21])[CH2:12][CH2:13][CH2:14][CH2:15][CH2:16][CH2:17][CH2:18][CH2:19][CH3:20])[CH:29]=[CH2:30])(=[O:24])[CH3:23].